The task is: Predict the reactants needed to synthesize the given product.. This data is from Full USPTO retrosynthesis dataset with 1.9M reactions from patents (1976-2016). (1) The reactants are: [C:1]([C:3]1[C:12](=[O:13])[C:11]2[CH2:10][N:9]([C:14]([O:16][CH2:17][C:18]3[CH:23]=[CH:22][CH:21]=[CH:20][CH:19]=3)=[O:15])[CH2:8][CH2:7][C:6]=2[NH:5][CH:4]=1)#[N:2].C([O-])([O-])=O.[K+].[K+].Br[CH2:31][C:32]1[CH:37]=[CH:36][C:35]([C:38]([F:41])([F:40])[F:39])=[CH:34][C:33]=1[F:42]. Given the product [C:1]([C:3]1[C:12](=[O:13])[C:11]2[CH2:10][N:9]([C:14]([O:16][CH2:17][C:18]3[CH:23]=[CH:22][CH:21]=[CH:20][CH:19]=3)=[O:15])[CH2:8][CH2:7][C:6]=2[N:5]([CH2:31][C:32]2[CH:37]=[CH:36][C:35]([C:38]([F:39])([F:41])[F:40])=[CH:34][C:33]=2[F:42])[CH:4]=1)#[N:2], predict the reactants needed to synthesize it. (2) Given the product [Cl:52][CH:50]=[CH:51][C:2]1[C:3]([C:9]([F:12])([F:11])[F:10])=[N:4][N:5]([CH3:8])[C:6]=1[CH3:7], predict the reactants needed to synthesize it. The reactants are: Br[C:2]1[C:3]([C:9]([F:12])([F:11])[F:10])=[N:4][N:5]([CH3:8])[C:6]=1[CH3:7].C(P(C(C)(C)C)C1C=CC=CC=1)(C)(C)C.C1(C(N)C2CCCCC2)CCCCC1.C1(C=CC(O)=CC=1)O.[CH:50]([Cl:52])=[CH2:51].Cl.